This data is from Reaction yield outcomes from USPTO patents with 853,638 reactions. The task is: Predict the reaction yield, written as a fraction of the theoretical maximum amount of product (1.0 means a 100% yield; for example, 0.34 means a 34% yield). (1) The reactants are [NH:1]1[CH2:6][CH2:5][CH2:4][CH:3]([C:7]2[CH:12]=[CH:11][C:10]([NH:13][C:14]3[N:19]=[C:18]([CH2:20][CH2:21][C:22]4[CH:27]=[CH:26][CH:25]=[CH:24][C:23]=4[CH2:28][C:29]([NH2:31])=[O:30])[C:17]([C:32]([F:35])([F:34])[F:33])=[CH:16][N:15]=3)=[CH:9][CH:8]=2)[CH2:2]1.C=O.[C:38](O[BH-](OC(=O)C)OC(=O)C)(=O)C.[Na+]. The catalyst is CO. The product is [CH3:38][N:1]1[CH2:6][CH2:5][CH2:4][CH:3]([C:7]2[CH:12]=[CH:11][C:10]([NH:13][C:14]3[N:19]=[C:18]([CH2:20][CH2:21][C:22]4[CH:27]=[CH:26][CH:25]=[CH:24][C:23]=4[CH2:28][C:29]([NH2:31])=[O:30])[C:17]([C:32]([F:35])([F:33])[F:34])=[CH:16][N:15]=3)=[CH:9][CH:8]=2)[CH2:2]1. The yield is 0.930. (2) The catalyst is CN(C)C=O.C(Cl)Cl. The reactants are F[C:2]1[CH:9]=[CH:8][C:7]([F:10])=[CH:6][C:3]=1[C:4]#[N:5].[Na].[NH:12]1[CH:16]=[N:15][CH:14]=[N:13]1. The yield is 0.490. The product is [F:10][C:7]1[CH:8]=[CH:9][C:2]([N:12]2[CH:16]=[N:15][CH:14]=[N:13]2)=[C:3]([CH:6]=1)[C:4]#[N:5]. (3) The catalyst is C1COCC1.C(OCC)(=O)C. The product is [Cl:14][CH2:15][C:16]([N:11]1[CH2:10][CH2:9][S:8][C:7]2[CH:12]=[CH:13][C:4]([N+:1]([O-:3])=[O:2])=[CH:5][C:6]1=2)=[O:17]. The reactants are [N+:1]([C:4]1[CH:13]=[CH:12][C:7]2[S:8][CH2:9][CH2:10][NH:11][C:6]=2[CH:5]=1)([O-:3])=[O:2].[Cl:14][CH2:15][C:16](Cl)=[O:17]. The yield is 1.00. (4) The reactants are C(P(C(C)(C)C)C1C=CC=CC=1C1C=CC=CC=1C)(C)(C)C.C(=O)([O-])[O-].[Cs+].[Cs+].Br[C:30]1[CH:35]=[CH:34][C:33]([O:36][CH3:37])=[CH:32][CH:31]=1.[N+:38]([CH2:41][CH2:42][CH2:43][C:44]([O:46][CH3:47])=[O:45])([O-:40])=[O:39].[NH4+].[Cl-]. The catalyst is C1C=CC(/C=C/C(/C=C/C2C=CC=CC=2)=O)=CC=1.C1C=CC(/C=C/C(/C=C/C2C=CC=CC=2)=O)=CC=1.C1C=CC(/C=C/C(/C=C/C2C=CC=CC=2)=O)=CC=1.[Pd].[Pd].C(OCC)(=O)C.COCCOC. The product is [CH3:47][O:46][C:44](=[O:45])[CH2:43][CH2:42][CH:41]([C:30]1[CH:35]=[CH:34][C:33]([O:36][CH3:37])=[CH:32][CH:31]=1)[N+:38]([O-:40])=[O:39]. The yield is 0.900. (5) The product is [CH2:31]([O:33][C:4]1[C:5]2[C:10](=[CH:9][CH:8]=[C:7]([CH:11]=[C:12]3[S:16][C:15]([S:17][CH3:21])=[N:14][C:13]3=[O:18])[CH:6]=2)[N:1]=[CH:2][CH:3]=1)[CH3:32]. The yield is 0.840. No catalyst specified. The reactants are [N:1]1[C:10]2[C:5](=[CH:6][C:7](/[CH:11]=[C:12]3/[C:13](=[O:18])[NH:14][C:15](=[S:17])[S:16]/3)=[CH:8][CH:9]=2)[CH:4]=[CH:3][CH:2]=1.IC.[CH:21](N(CC)C(C)C)(C)C.O.[CH2:31]([OH:33])[CH3:32]. (6) The reactants are [C:1]([O:5][C:6](=[O:9])[CH2:7][NH2:8])([CH3:4])([CH3:3])[CH3:2].[CH2:10](Br)[C:11]1[CH:16]=[CH:15][CH:14]=[CH:13][CH:12]=1.C1(C)C=CC=CC=1.[OH-].[K+]. The catalyst is O. The product is [C:1]([O:5][C:6](=[O:9])[C@H:7]([CH2:10][C:11]1[CH:16]=[CH:15][CH:14]=[CH:13][CH:12]=1)[NH2:8])([CH3:4])([CH3:3])[CH3:2]. The yield is 0.250. (7) The reactants are [N:1]([C:4]1[C:5]2[NH:12][CH:11]=[C:10]([C@@H:13]3[N:17]([C:18]([O:20][C:21]([CH3:24])([CH3:23])[CH3:22])=[O:19])[C@@H:16]([CH2:25][OH:26])[C@H:15]4[O:27][C:28]([CH3:31])([CH3:30])[O:29][C@@H:14]34)[C:6]=2[N:7]=[CH:8][N:9]=1)=[N+:2]=[N-:3].[C:32]([O:36][C:37]([NH:39][C@@H:40]([CH:44]([CH3:46])[CH3:45])[C:41](O)=[O:42])=[O:38])([CH3:35])([CH3:34])[CH3:33].CCN=C=NCCCN(C)C. The catalyst is CN(C=O)C.CN(C1C=CN=CC=1)C. The product is [N:1]([C:4]1[C:5]2[NH:12][CH:11]=[C:10]([C@@H:13]3[N:17]([C:18]([O:20][C:21]([CH3:24])([CH3:23])[CH3:22])=[O:19])[C@H:16]([CH2:25][O:26][C:41](=[O:42])[C@@H:40]([NH:39][C:37]([O:36][C:32]([CH3:33])([CH3:35])[CH3:34])=[O:38])[CH:44]([CH3:46])[CH3:45])[C@H:15]4[O:27][C:28]([CH3:31])([CH3:30])[O:29][C@@H:14]34)[C:6]=2[N:7]=[CH:8][N:9]=1)=[N+:2]=[N-:3]. The yield is 0.470.